From a dataset of Full USPTO retrosynthesis dataset with 1.9M reactions from patents (1976-2016). Predict the reactants needed to synthesize the given product. (1) Given the product [CH2:1]([O:8][C:9]1[CH:14]=[CH:13][C:12]([C:15]#[N:16])=[CH:11][C:10]=1[CH2:17][C:18]([O:20][CH3:21])=[O:19])[C:2]1[CH:3]=[CH:4][CH:5]=[CH:6][CH:7]=1, predict the reactants needed to synthesize it. The reactants are: [CH2:1]([O:8][C:9]1[CH:14]=[CH:13][C:12]([C:15]#[N:16])=[CH:11][C:10]=1[CH2:17][C:18]([OH:20])=[O:19])[C:2]1[CH:7]=[CH:6][CH:5]=[CH:4][CH:3]=1.[CH3:21]N(C)C=O.S(Cl)(Cl)=O. (2) Given the product [Cl:1][C:2]1[C:7]([CH:8]=[O:9])=[C:6]([OH:10])[CH:5]=[C:4]([O:11][CH:13]2[CH2:14][CH2:15][CH2:16][CH2:17][O:12]2)[CH:3]=1, predict the reactants needed to synthesize it. The reactants are: [Cl:1][C:2]1[C:7]([CH:8]=[O:9])=[C:6]([OH:10])[CH:5]=[C:4]([OH:11])[CH:3]=1.[O:12]1[CH:17]=[CH:16][CH2:15][CH2:14][CH2:13]1. (3) Given the product [CH3:18][CH2:19][N:20]([C:23]([C:25]1[CH:30]=[CH:29][CH:28]=[C:27]([CH3:31])[CH:26]=1)=[O:24])[CH2:21][CH3:22].[CH2:47]1[O:48][CH:46]1[CH2:45][N:42]1[C:43](=[O:44])[N:36]([CH2:35][CH:33]2[O:34][CH2:32]2)[C:37](=[O:38])[N:39]([CH2:49][CH:50]2[O:52][CH2:51]2)[C:40]1=[O:41], predict the reactants needed to synthesize it. The reactants are: C(O)(=O)CCCCC(O)=O.NCCNCCN.[CH3:18][CH2:19][N:20]([C:23]([C:25]1[CH:30]=[CH:29][CH:28]=[C:27]([CH3:31])[CH:26]=1)=[O:24])[CH2:21][CH3:22].[CH2:32]1[O:34][CH:33]1[CH2:35][N:36]1[C:43](=[O:44])[N:42]([CH2:45][CH:46]2[O:48][CH2:47]2)[C:40](=[O:41])[N:39]([CH2:49][CH:50]2[O:52][CH2:51]2)[C:37]1=[O:38].S(=O)(=O)(O)O. (4) Given the product [NH2:1][C:2]1[N:6]([C:24]2[CH:37]=[C:36]([N+:38]([O-:40])=[O:39])[CH:35]=[CH:34][C:25]=2[CH2:26][O:27][CH:28]2[CH2:33][CH2:32][CH2:31][CH2:30][O:29]2)[N:5]=[C:4]([C:7]2[CH:8]=[CH:9][C:10]([O:13][C:14]3[CH:19]=[CH:18][CH:17]=[CH:16][CH:15]=3)=[CH:11][CH:12]=2)[C:3]=1[C:20]([NH2:22])=[O:21], predict the reactants needed to synthesize it. The reactants are: [NH2:1][C:2]1[NH:6][N:5]=[C:4]([C:7]2[CH:12]=[CH:11][C:10]([O:13][C:14]3[CH:19]=[CH:18][CH:17]=[CH:16][CH:15]=3)=[CH:9][CH:8]=2)[C:3]=1[C:20]([NH2:22])=[O:21].F[C:24]1[CH:37]=[C:36]([N+:38]([O-:40])=[O:39])[CH:35]=[CH:34][C:25]=1[CH2:26][O:27][CH:28]1[CH2:33][CH2:32][CH2:31][CH2:30][O:29]1.C([O-])([O-])=O.[K+].[K+]. (5) Given the product [CH3:27][S:28]([C:31]1[CH:36]=[C:35]([CH2:37][NH:38][C:17]([C:16]2[N:15]=[N:14][CH:13]=[C:12]3[N:8]([C:5]4[CH:4]=[CH:3][C:2]([F:1])=[CH:7][CH:6]=4)[N:9]=[CH:10][C:11]=23)=[O:19])[CH:34]=[CH:33][N:32]=1)(=[O:30])=[O:29], predict the reactants needed to synthesize it. The reactants are: [F:1][C:2]1[CH:7]=[CH:6][C:5]([N:8]2[C:12]3=[CH:13][N:14]=[N:15][C:16]([C:17]([OH:19])=O)=[C:11]3[CH:10]=[N:9]2)=[CH:4][CH:3]=1.FC(F)(F)C(O)=O.[CH3:27][S:28]([C:31]1[CH:36]=[C:35]([CH2:37][NH2:38])[CH:34]=[CH:33][N:32]=1)(=[O:30])=[O:29].CCN(C(C)C)C(C)C.CN(C(ON1N=NC2C=CC=CC1=2)=[N+](C)C)C.[B-](F)(F)(F)F. (6) Given the product [C:5]([C:4]1[CH:7]=[CH:8][C:9]([N:17]2[CH2:22][CH2:21][CH2:20][C@@H:19]([NH:23][C:24]3[CH:29]=[CH:28][N:27]=[C:26]([C:30]4[N:34]5[CH:35]=[C:36]([C:39]#[N:40])[CH:37]=[CH:38][C:33]5=[N:32][CH:31]=4)[N:25]=3)[CH2:18]2)=[C:2]([F:1])[CH:3]=1)#[N:6], predict the reactants needed to synthesize it. The reactants are: [F:1][C:2]1[CH:3]=[C:4]([CH:7]=[CH:8][C:9]=1F)[C:5]#[N:6].C(=O)([O-])[O-].[K+].[K+].[NH:17]1[CH2:22][CH2:21][CH2:20][C@@H:19]([NH:23][C:24]2[CH:29]=[CH:28][N:27]=[C:26]([C:30]3[N:34]4[CH:35]=[C:36]([C:39]#[N:40])[CH:37]=[CH:38][C:33]4=[N:32][CH:31]=3)[N:25]=2)[CH2:18]1.